Task: Regression/Classification. Given a drug SMILES string, predict its absorption, distribution, metabolism, or excretion properties. Task type varies by dataset: regression for continuous measurements (e.g., permeability, clearance, half-life) or binary classification for categorical outcomes (e.g., BBB penetration, CYP inhibition). Dataset: bbb_martins.. Dataset: Blood-brain barrier penetration binary classification data from Martins et al. (1) The drug is CN(Cc1cnc2nc(N)nc(N)c2n1)c1ccc(C(=O)N[C@@H](CCC(=O)O)C(=O)O)cc1. The result is 0 (does not penetrate BBB). (2) The drug is CC1(C)O[C@@H]2CC3[C@@H]4C[C@H](F)C5=CC(=O)C=CC5(C)[C@H]4[C@@H](O)C[C@]3(C)[C@]2(C(=O)CO)O1.CC1(C)O[C@@H]2CC3[C@@H]4C[C@H](F)C5=CC(=O)C=CC5(C)[C@H]4[C@@H](O)C[C@]3(C)[C@]2(C(=O)CO)O1.O. The result is 1 (penetrates BBB). (3) The drug is CCNCc1c(CSC)cnc(C)c1O. The result is 1 (penetrates BBB). (4) The molecule is CNNCc1ccc(C(=O)NC(C)C)cc1. The result is 1 (penetrates BBB).